Task: Predict which catalyst facilitates the given reaction.. Dataset: Catalyst prediction with 721,799 reactions and 888 catalyst types from USPTO (1) Reactant: Cl[CH2:2][C:3]1[CH:22]=[CH:21][C:6]([O:7][CH2:8][C:9]2[N:10]=[C:11]([C:15]3[CH:20]=[CH:19][CH:18]=[CH:17][CH:16]=3)[O:12][C:13]=2[CH3:14])=[CH:5][CH:4]=1.[OH:23][C:24]1[CH:33]=[CH:32][C:31]2[C:26](=[CH:27][CH:28]=[CH:29][CH:30]=2)[C:25]=1[CH:34]=[O:35].C(=O)([O-])[O-].[K+].[K+].CN(C)C=O. Product: [CH3:14][C:13]1[O:12][C:11]([C:15]2[CH:20]=[CH:19][CH:18]=[CH:17][CH:16]=2)=[N:10][C:9]=1[CH2:8][O:7][C:6]1[CH:21]=[CH:22][C:3]([CH2:2][O:23][C:24]2[CH:33]=[CH:32][C:31]3[C:26](=[CH:27][CH:28]=[CH:29][CH:30]=3)[C:25]=2[CH:34]=[O:35])=[CH:4][CH:5]=1. The catalyst class is: 6. (2) The catalyst class is: 47. Reactant: [CH3:1][C:2]1[CH:10]=[CH:9][C:8]2[N:7]([CH2:11][CH:12]([C:14]3[CH:19]=[CH:18][N:17]=[CH:16][CH:15]=3)[OH:13])[C:6]3[CH2:20][CH2:21][NH:22][CH2:23][C:5]=3[C:4]=2[CH:3]=1.C(=O)([O-])[O-].[K+].[K+].Cl[CH2:31][C:32]([CH3:35])([OH:34])[CH3:33]. Product: [OH:13][CH:12]([C:14]1[CH:19]=[CH:18][N:17]=[CH:16][CH:15]=1)[CH2:11][N:7]1[C:8]2[CH:9]=[CH:10][C:2]([CH3:1])=[CH:3][C:4]=2[C:5]2[CH2:23][N:22]([CH2:31][C:32]([CH3:35])([OH:34])[CH3:33])[CH2:21][CH2:20][C:6]1=2. (3) Reactant: [C:1]([C:4]1[CH:9]=[CH:8][C:7]([NH:10][C:11]2[S:12][C:13]([C:16]([N:18]([C:28]3[CH:33]=[CH:32][C:31]([F:34])=[CH:30][C:29]=3[F:35])[CH2:19][C:20]3[CH:25]=[CH:24][C:23]([O:26][CH3:27])=[CH:22][CH:21]=3)=[O:17])=[CH:14][N:15]=2)=[CH:6][CH:5]=1)(=[O:3])[CH3:2].[Li+].CC([N-]C(C)C)C.[N:44]1([CH2:49][CH:50]=O)[CH2:48][CH2:47][CH2:46][CH2:45]1. Product: [F:35][C:29]1[CH:30]=[C:31]([F:34])[CH:32]=[CH:33][C:28]=1[N:18]([CH2:19][C:20]1[CH:25]=[CH:24][C:23]([O:26][CH3:27])=[CH:22][CH:21]=1)[C:16]([C:13]1[S:12][C:11]([NH:10][C:7]2[CH:6]=[CH:5][C:4]([C:1](=[O:3])/[CH:2]=[CH:50]/[CH2:49][N:44]3[CH2:48][CH2:47][CH2:46][CH2:45]3)=[CH:9][CH:8]=2)=[N:15][CH:14]=1)=[O:17]. The catalyst class is: 1. (4) Reactant: [Cl:1][C:2]1[CH:10]=[CH:9][CH:8]=[C:7]([CH2:11][CH3:12])[C:3]=1[C:4]([OH:6])=[O:5].BrBr.S([O-])([O-])(=O)=S.[Na+].[Na+]. Product: [Cl:1][C:2]1[CH:10]=[CH:9][CH:8]=[C:7]2[C:3]=1[C:4](=[O:6])[O:5][CH:11]2[CH3:12]. The catalyst class is: 159.